From a dataset of Experimentally validated miRNA-target interactions with 360,000+ pairs, plus equal number of negative samples. Binary Classification. Given a miRNA mature sequence and a target amino acid sequence, predict their likelihood of interaction. (1) The miRNA is mmu-miR-379-5p with sequence UGGUAGACUAUGGAACGUAGG. The protein sequence of the target gene is MAAAEPASSGQQAPAGQGQGQRPPPQPPQAQAPQPPPPPQLGGAGGGSSRHEKSLGLLTTKFVSLLQEAKDGVLDLKAAADTLAVRQKRRIYDITNVLEGIDLIEKKSKNSIQWKGVGAGCNTKEVIDRLRYLKAEIEDLELKERELDQQKLWLQQSIKNVMDDSINNRFSYVTHEDICNCFNGDTLLAIQAPSGTQLEVPIPEMGQNGQKKYQINLKSHSGPIHVLLINKESSSSKPVVFPVPPPDDLTQPSSQSLTPVTPQKSSMATQNLPEQHVSERSQALQQTSATDISSAGSISG.... Result: 0 (no interaction). (2) The miRNA is hsa-miR-4776-3p with sequence CUUGCCAUCCUGGUCCACUGCAU. The protein sequence of the target gene is MDVSLCPAKCSFWRIFLLGSVWLDYVGSVLACPANCVCSKTEINCRRPDDGNLFPLLEGQDSGNSNGNASINITDISRNITSIHIENWRSLHTLNAVDMELYTGLQKLTIKNSGLRSIQPRAFAKNPHLRYINLSSNRLTTLSWQLFQTLSLRELQLEQNFFNCSCDIRWMQLWQEQGEAKLNSQNLYCINADGSQLPLFRMNISQCDLPEISVSHVNLTVREGDNAVITCNGSGSPLPDVDWIVTGLQSINTHQTNLNWTNVHAINLTLVNVTSEDNGFTLTCIAENVVGMSNASVALT.... Result: 1 (interaction). (3) The miRNA is mmu-miR-466h-5p with sequence UGUGUGCAUGUGCUUGUGUGUA. The protein sequence of the target gene is MVSRVQLPPEIQLAQRLAGNEQVTRDRAVRKLRKYIVARTQRAAGGFTHDELLKVWKGLFYCMWMQDKPLLQEELGRTISQLVHAFQTTEAQHLFLQAFWQTMNREWTGIDRLRLDKFYMLMRMVLNESLKVLKMQGWEERQIEELLELLMTEILHPSSQAPNGVKSHFIEIFLEELTKVGAEELTADQNLKFIDPFCRIAARTKDSLVLNNITRGIFETIVEQAPLAIEDLLNELDTQDEEVASDSDESSEGGERGDALSQKRSEKPPAGSICRAEPEAGEEQAGDDRDSGGPVLQFDY.... Result: 0 (no interaction).